This data is from Reaction yield outcomes from USPTO patents with 853,638 reactions. The task is: Predict the reaction yield, written as a fraction of the theoretical maximum amount of product (1.0 means a 100% yield; for example, 0.34 means a 34% yield). (1) The reactants are [H-].[Al+3].[Li+].[H-].[H-].[H-].[CH3:7][O:8][C:9]1[CH:14]=[CH:13][C:12]([C:15]2[CH:16]=[C:17]([C:20](OCC)=[O:21])[NH:18][N:19]=2)=[CH:11][CH:10]=1.[OH-].[Na+]. The catalyst is O1CCCC1. The product is [CH3:7][O:8][C:9]1[CH:10]=[CH:11][C:12]([C:15]2[CH:16]=[C:17]([CH2:20][OH:21])[NH:18][N:19]=2)=[CH:13][CH:14]=1. The yield is 0.870. (2) The reactants are C([O:3][C:4]([C:6]1[N:7]([C:12]2[CH:17]=[CH:16][C:15]([C:18]#[N:19])=[CH:14][CH:13]=2)[N:8]=[CH:9][C:10]=1[CH3:11])=[O:5])C.[Li+].[OH-]. The catalyst is C1COCC1.C(OCC)(=O)C. The product is [C:18]([C:15]1[CH:14]=[CH:13][C:12]([N:7]2[C:6]([C:4]([OH:5])=[O:3])=[C:10]([CH3:11])[CH:9]=[N:8]2)=[CH:17][CH:16]=1)#[N:19]. The yield is 0.650.